From a dataset of NCI-60 drug combinations with 297,098 pairs across 59 cell lines. Regression. Given two drug SMILES strings and cell line genomic features, predict the synergy score measuring deviation from expected non-interaction effect. Drug 1: CC1=CC2C(CCC3(C2CCC3(C(=O)C)OC(=O)C)C)C4(C1=CC(=O)CC4)C. Drug 2: C1=CC=C(C(=C1)C(C2=CC=C(C=C2)Cl)C(Cl)Cl)Cl. Cell line: OVCAR-4. Synergy scores: CSS=4.27, Synergy_ZIP=0.506, Synergy_Bliss=2.95, Synergy_Loewe=3.73, Synergy_HSA=3.39.